Dataset: HIV replication inhibition screening data with 41,000+ compounds from the AIDS Antiviral Screen. Task: Binary Classification. Given a drug SMILES string, predict its activity (active/inactive) in a high-throughput screening assay against a specified biological target. (1) The molecule is CC(=O)Oc1cccnc1O. The result is 0 (inactive). (2) The compound is c1ccc(N2CCN(c3ccccc3)C2)cc1. The result is 0 (inactive). (3) The molecule is Cc1ccc(S(=O)(=O)Nn2c(-c3ccccc3)c(C#N)c(-c3ccc(Cl)cc3)c(C#N)c2=O)cc1. The result is 0 (inactive). (4) The compound is O=C1C(Cl)=C(Cl)C(=O)N1c1ccc(F)cc1. The result is 0 (inactive). (5) The compound is CC(Cc1ccc(O)c(O)c1)C(C)Cc1ccc(O)c(O)c1. The result is 0 (inactive). (6) The drug is CN1C(=O)c2ccccc2C1(N)c1ccccc1. The result is 1 (active).